From a dataset of Reaction yield outcomes from USPTO patents with 853,638 reactions. Predict the reaction yield, written as a fraction of the theoretical maximum amount of product (1.0 means a 100% yield; for example, 0.34 means a 34% yield). The reactants are [CH3:1][N:2]1[C:10]2[C:5](=[CH:6][CH:7]=[C:8]([CH3:11])[CH:9]=2)[C:4]([C:12]2[N:17]=[C:16]3[C:18]([C:21]([NH:23][C:24]4([CH3:36])[CH2:28][CH2:27][N:26](C(OC(C)(C)C)=O)[CH2:25]4)=[O:22])=[CH:19][NH:20][C:15]3=[N:14][CH:13]=2)=[N:3]1.FC(F)(F)C(O)=O. The catalyst is ClCCl.C([O-])(O)=O.[Na+]. The product is [CH3:1][N:2]1[C:10]2[C:5](=[CH:6][CH:7]=[C:8]([CH3:11])[CH:9]=2)[C:4]([C:12]2[N:17]=[C:16]3[C:18]([C:21]([NH:23][C:24]4([CH3:36])[CH2:28][CH2:27][NH:26][CH2:25]4)=[O:22])=[CH:19][NH:20][C:15]3=[N:14][CH:13]=2)=[N:3]1. The yield is 0.340.